Dataset: HIV replication inhibition screening data with 41,000+ compounds from the AIDS Antiviral Screen. Task: Binary Classification. Given a drug SMILES string, predict its activity (active/inactive) in a high-throughput screening assay against a specified biological target. (1) The drug is COc1ccc(C(=NNC(=O)C(N)=O)C(c2ccc(OC)cc2)C2(O)C(=O)Nc3c(Cl)cccc32)cc1. The result is 0 (inactive). (2) The compound is O=[N+]([O-])c1ccc2nc(C(=NNc3ccccc3)C(O)c3ccccc3Cl)c(O)nc2c1. The result is 0 (inactive).